This data is from Peptide-MHC class I binding affinity with 185,985 pairs from IEDB/IMGT. The task is: Regression. Given a peptide amino acid sequence and an MHC pseudo amino acid sequence, predict their binding affinity value. This is MHC class I binding data. (1) The peptide sequence is MPKAGLLII. The MHC is HLA-B54:01 with pseudo-sequence HLA-B54:01. The binding affinity (normalized) is 0.515. (2) The peptide sequence is GEKSRCYSIY. The MHC is HLA-A30:01 with pseudo-sequence HLA-A30:01. The binding affinity (normalized) is 0.289. (3) The MHC is H-2-Db with pseudo-sequence H-2-Db. The peptide sequence is HQLCETIDTI. The binding affinity (normalized) is 0.462. (4) The peptide sequence is SLDDYNHLV. The MHC is HLA-C03:03 with pseudo-sequence HLA-C03:03. The binding affinity (normalized) is 0.0847.